Dataset: Full USPTO retrosynthesis dataset with 1.9M reactions from patents (1976-2016). Task: Predict the reactants needed to synthesize the given product. (1) Given the product [Cl:1][C:2]1[C:3]([CH3:12])=[C:4]([S:8]([NH:19][C:20]2[CH:21]=[CH:22][C:23]3[O:27][N:26]=[C:25]([CH3:28])[C:24]=3[CH:29]=2)(=[O:10])=[O:9])[CH:5]=[CH:6][CH:7]=1, predict the reactants needed to synthesize it. The reactants are: [Cl:1][C:2]1[C:3]([CH3:12])=[C:4]([S:8](Cl)(=[O:10])=[O:9])[CH:5]=[CH:6][CH:7]=1.N1C=CC=CC=1.[NH2:19][C:20]1[CH:21]=[CH:22][C:23]2[O:27][N:26]=[C:25]([CH3:28])[C:24]=2[CH:29]=1.C([O-])(O)=O.[Na+]. (2) The reactants are: [NH2:1][C:2]1[C:7]([N+:8]([O-:10])=[O:9])=[CH:6][N:5]=[C:4]([C:11]([OH:13])=O)[CH:3]=1.S(Cl)(Cl)=O.N1C=CC=CC=1.[F:24][C:25]([F:34])([F:33])[C:26]1[CH:31]=[CH:30][N:29]=[C:28]([NH2:32])[CH:27]=1. Given the product [NH2:1][C:2]1[C:7]([N+:8]([O-:10])=[O:9])=[CH:6][N:5]=[C:4]([C:11]([NH:32][C:28]2[CH:27]=[C:26]([C:25]([F:33])([F:24])[F:34])[CH:31]=[CH:30][N:29]=2)=[O:13])[CH:3]=1, predict the reactants needed to synthesize it. (3) The reactants are: C(OC(=O)[NH:7][CH:8]1[CH2:13][CH2:12][CH2:11][C:10]([F:22])([CH2:14][C:15]2[CH:20]=[CH:19][CH:18]=[CH:17][C:16]=2[F:21])[CH2:9]1)(C)(C)C.Cl. Given the product [F:22][C:10]1([CH2:14][C:15]2[CH:20]=[CH:19][CH:18]=[CH:17][C:16]=2[F:21])[CH2:11][CH2:12][CH2:13][CH:8]([NH2:7])[CH2:9]1, predict the reactants needed to synthesize it. (4) Given the product [C:2]([CH:15]([C:7]1[C:8]([F:14])=[CH:9][C:10]([O:12][CH3:13])=[CH:11][C:6]=1[F:5])[C:16]#[N:17])(=[O:1])[CH3:3], predict the reactants needed to synthesize it. The reactants are: [O-:1][CH2:2][CH3:3].[Na+].[F:5][C:6]1[CH:11]=[C:10]([O:12][CH3:13])[CH:9]=[C:8]([F:14])[C:7]=1[CH2:15][C:16]#[N:17].O.